Task: Predict the reaction yield, written as a fraction of the theoretical maximum amount of product (1.0 means a 100% yield; for example, 0.34 means a 34% yield).. Dataset: Reaction yield outcomes from USPTO patents with 853,638 reactions The reactants are [Br-].[Br-].[Br-].[Al+3].[C:5]([Si:9]([C:44]1[CH:49]=[CH:48][CH:47]=[CH:46][CH:45]=1)([C:38]1[CH:43]=[CH:42][CH:41]=[CH:40][CH:39]=1)[O:10][CH2:11][C:12]([C:15]1[CH:19]=[C:18]([NH:20][C:21](=[O:37])[C:22]([S:25]([CH2:28][CH:29]2[CH2:34][CH2:33][CH:32]([O:35]C)[CH2:31][CH2:30]2)(=[O:27])=[O:26])([CH3:24])[CH3:23])[O:17][N:16]=1)([CH3:14])[CH3:13])([CH3:8])([CH3:7])[CH3:6]. The catalyst is C(S)C. The product is [C:5]([Si:9]([C:38]1[CH:39]=[CH:40][CH:41]=[CH:42][CH:43]=1)([C:44]1[CH:49]=[CH:48][CH:47]=[CH:46][CH:45]=1)[O:10][CH2:11][C:12]([C:15]1[CH:19]=[C:18]([NH:20][C:21](=[O:37])[C:22]([S:25]([CH2:28][CH:29]2[CH2:34][CH2:33][CH:32]([OH:35])[CH2:31][CH2:30]2)(=[O:27])=[O:26])([CH3:24])[CH3:23])[O:17][N:16]=1)([CH3:14])[CH3:13])([CH3:6])([CH3:7])[CH3:8]. The yield is 0.330.